From a dataset of Forward reaction prediction with 1.9M reactions from USPTO patents (1976-2016). Predict the product of the given reaction. (1) Given the reactants [C:1]([O:5]C([N:8]1C[C@@H](C=O)[C@H](CN(C(=O)C2C=CC(C)=[C:23]([O:28][CH2:29][CH2:30]COC)[CH:22]=2)C(C)C)C1)=O)(C)(C)C.CN.C[OH:38].[BH4-].[Na+], predict the reaction product. The product is: [CH3:30][CH2:29][O:28][C:23]([CH3:22])=[O:38].[CH3:1][OH:5].[NH4+:8].[OH-:5]. (2) Given the reactants [CH3:1][O:2][C:3]1[CH:4]=[C:5]2[C:10](=[CH:11][C:12]=1[O:13][CH3:14])[N:9]=[CH:8][N:7]=[C:6]2[O:15][C:16]1[CH:17]=[C:18]([CH:20]=[CH:21][CH:22]=1)[NH2:19].[C:23]([C:27]1[CH:31]=[C:30]([NH:32][C:33](=O)[O:34]C2C=CC=CC=2)[N:29]([C:42]2[CH:47]=[CH:46][C:45]([CH3:48])=[CH:44][C:43]=2[CH3:49])[N:28]=1)([CH3:26])([CH3:25])[CH3:24], predict the reaction product. The product is: [C:23]([C:27]1[CH:31]=[C:30]([NH:32][C:33]([NH:19][C:18]2[CH:20]=[CH:21][CH:22]=[C:16]([O:15][C:6]3[C:5]4[C:10](=[CH:11][C:12]([O:13][CH3:14])=[C:3]([O:2][CH3:1])[CH:4]=4)[N:9]=[CH:8][N:7]=3)[CH:17]=2)=[O:34])[N:29]([C:42]2[CH:47]=[CH:46][C:45]([CH3:48])=[CH:44][C:43]=2[CH3:49])[N:28]=1)([CH3:26])([CH3:25])[CH3:24]. (3) Given the reactants [Cl:1][C:2]1[CH:3]=[C:4]([C@H:9]2[C@H:13]([NH:14][CH:15]3[CH2:17][CH2:16]3)[CH2:12][N:11]([C:18]([CH:20]3[CH2:25][CH2:24][N:23]([C:26]([C:28]4([CH3:31])[CH2:30][CH2:29]4)=[O:27])[CH2:22][CH2:21]3)=[O:19])[CH2:10]2)[CH:5]=[CH:6][C:7]=1[Cl:8].Cl[C:33]([O:35][C:36]1[CH:41]=[CH:40][C:39]([F:42])=[CH:38][CH:37]=1)=[O:34], predict the reaction product. The product is: [F:42][C:39]1[CH:40]=[CH:41][C:36]([O:35][C:33](=[O:34])[N:14]([C@H:13]2[C@H:9]([C:4]3[CH:5]=[CH:6][C:7]([Cl:8])=[C:2]([Cl:1])[CH:3]=3)[CH2:10][N:11]([C:18]([CH:20]3[CH2:25][CH2:24][N:23]([C:26]([C:28]4([CH3:31])[CH2:30][CH2:29]4)=[O:27])[CH2:22][CH2:21]3)=[O:19])[CH2:12]2)[CH:15]2[CH2:16][CH2:17]2)=[CH:37][CH:38]=1. (4) Given the reactants [C:1]([O:5][C:6](=[O:23])[C:7]([CH3:22])([S:9][C:10]1[S:11][CH:12]=[C:13]([CH2:15][CH2:16][O:17]S(C)(=O)=O)[N:14]=1)[CH3:8])([CH3:4])([CH3:3])[CH3:2].[F:24][C:25]([F:39])([F:38])[C:26]1[CH:27]=[C:28]([N:32]2[CH:36]=[C:35](O)[CH:34]=[N:33]2)[CH:29]=[CH:30][CH:31]=1.C(=O)([O-])[O-].[K+].[K+].O, predict the reaction product. The product is: [C:1]([O:5][C:6](=[O:23])[C:7]([CH3:8])([S:9][C:10]1[S:11][CH:12]=[C:13]([CH2:15][CH2:16][O:17][C:35]2[CH:34]=[N:33][N:32]([C:28]3[CH:29]=[CH:30][CH:31]=[C:26]([C:25]([F:38])([F:39])[F:24])[CH:27]=3)[CH:36]=2)[N:14]=1)[CH3:22])([CH3:2])([CH3:3])[CH3:4]. (5) Given the reactants [F:1][C:2]1[CH:3]=[C:4]([CH:23]=[CH:24][C:25]=1[F:26])[O:5][C:6]1[N:11]=[CH:10][C:9]([CH:12](C(OCC)=O)[C:13]([O:15]CC)=[O:14])=[CH:8][CH:7]=1.[OH-].[K+], predict the reaction product. The product is: [F:1][C:2]1[CH:3]=[C:4]([CH:23]=[CH:24][C:25]=1[F:26])[O:5][C:6]1[N:11]=[CH:10][C:9]([CH2:12][C:13]([OH:15])=[O:14])=[CH:8][CH:7]=1. (6) Given the reactants [CH3:1][O:2][CH2:3][CH2:4][CH2:5][N:6]1[C:11]2[CH:12]=[C:13]([CH2:16][O:17][CH:18]3[CH:23]([C:24]4[CH:29]=[CH:28][C:27](OS(C(F)(F)F)(=O)=O)=[CH:26][CH:25]=4)[CH2:22][CH2:21][N:20]([C:38]([O:40][CH2:41][C:42]4[CH:47]=[CH:46][CH:45]=[CH:44][CH:43]=4)=[O:39])[CH2:19]3)[CH:14]=[CH:15][C:10]=2[O:9][CH2:8][CH2:7]1.[NH:48]1[CH2:52][CH2:51][CH2:50][CH2:49]1.C(=O)([O-])[O-].[Cs+].[Cs+].O, predict the reaction product. The product is: [CH3:1][O:2][CH2:3][CH2:4][CH2:5][N:6]1[C:11]2[CH:12]=[C:13]([CH2:16][O:17][CH:18]3[CH:23]([C:24]4[CH:25]=[CH:26][C:27]([N:48]5[CH2:52][CH2:51][CH2:50][CH2:49]5)=[CH:28][CH:29]=4)[CH2:22][CH2:21][N:20]([C:38]([O:40][CH2:41][C:42]4[CH:47]=[CH:46][CH:45]=[CH:44][CH:43]=4)=[O:39])[CH2:19]3)[CH:14]=[CH:15][C:10]=2[O:9][CH2:8][CH2:7]1. (7) The product is: [Cl:49][C:37]1[S:36][C:35]([C:33]([C:32]2[C:27]([NH:26][C@H:12]3[CH2:13][C@H:14]([O:15][Si:16]([CH:17]([CH3:18])[CH3:19])([CH:23]([CH3:24])[CH3:25])[CH:20]([CH3:21])[CH3:22])[C@@H:10]([CH2:9][OH:8])[CH2:11]3)=[N:28][CH:29]=[N:30][CH:31]=2)=[O:34])=[CH:39][C:38]=1[C:40](=[O:48])[C:41]1[CH:46]=[CH:45][CH:44]=[C:43]([Cl:47])[CH:42]=1. Given the reactants [Si]([O:8][CH2:9][C@@H:10]1[C@@H:14]([O:15][Si:16]([CH:23]([CH3:25])[CH3:24])([CH:20]([CH3:22])[CH3:21])[CH:17]([CH3:19])[CH3:18])[CH2:13][C@H:12]([NH:26][C:27]2[C:32]([C:33]([C:35]3[S:36][C:37]([Cl:49])=[C:38]([C:40](=[O:48])[C:41]4[CH:46]=[CH:45][CH:44]=[C:43]([Cl:47])[CH:42]=4)[CH:39]=3)=[O:34])=[CH:31][N:30]=[CH:29][N:28]=2)[CH2:11]1)(C(C)(C)C)(C)C.Cl, predict the reaction product. (8) Given the reactants [I:1][C:2]1[CH:8]=[CH:7][C:5]([NH2:6])=[C:4]([CH2:9][CH2:10][CH3:11])[CH:3]=1.IC1C=[CH:17][C:16]([N:19]=[C:20]=[S:21])=[C:15]([CH2:22][CH2:23][CH3:24])C=1.NC1(CO)CCCC1.[N-]=C=S, predict the reaction product. The product is: [I:1][C:2]1[CH:8]=[CH:7][C:5]([N:6]=[C:20]2[S:21][CH2:17][C:16]3([CH2:15][CH2:22][CH2:23][CH2:24]3)[NH:19]2)=[C:4]([CH2:9][CH2:10][CH3:11])[CH:3]=1. (9) Given the reactants [CH3:1][C:2](=[O:7])[CH2:3][C:4](=[O:6])[CH3:5].[Cl:8][C:9]1[CH:16]=[CH:15][C:12]([CH2:13]Br)=[CH:11][CH:10]=1.O.C(OCC)C, predict the reaction product. The product is: [Cl:8][C:9]1[CH:16]=[CH:15][C:12]([CH2:13][CH:3]([C:2](=[O:7])[CH3:1])[C:4](=[O:6])[CH3:5])=[CH:11][CH:10]=1. (10) Given the reactants [F:1][C:2]1[CH:3]=[C:4]2[C:9](=[CH:10][C:11]=1[OH:12])[N:8]=[C:7]([CH3:13])[CH:6]=[CH:5]2.C(=O)([O-])[O-].[K+].[K+].Br[CH2:21][CH3:22], predict the reaction product. The product is: [CH2:21]([O:12][C:11]1[CH:10]=[C:9]2[C:4]([CH:5]=[CH:6][C:7]([CH3:13])=[N:8]2)=[CH:3][C:2]=1[F:1])[CH3:22].